Predict the reactants needed to synthesize the given product. From a dataset of Full USPTO retrosynthesis dataset with 1.9M reactions from patents (1976-2016). (1) The reactants are: [NH2:1][C:2]1[C:3]([O:9][CH3:10])=[N:4][C:5]([Cl:8])=[CH:6][CH:7]=1.N[C:12]1[C:13]([O:19]C)=[N:14]C(Br)=C[CH:17]=1. Given the product [Cl:8][C:5]1[N:4]=[C:3]([O:9][CH3:10])[C:2]([N:1]2[CH:17]=[CH:12][C:13]([OH:19])=[N:14]2)=[CH:7][CH:6]=1, predict the reactants needed to synthesize it. (2) Given the product [CH:58]([S:55]([C:52]1[CH:51]=[CH:50][C:49]([C:47]2[N:48]=[C:43]([C:41]3[O:40][N:39]=[C:38]([C:35]4[CH:36]=[CH:37][C:32]([NH:17][CH2:18][CH:19]5[CH2:23][CH2:22][CH2:21][NH:20]5)=[CH:33][CH:34]=4)[CH:42]=3)[C:44]([NH2:61])=[N:45][CH:46]=2)=[CH:54][CH:53]=1)(=[O:56])=[O:57])([CH3:60])[CH3:59], predict the reactants needed to synthesize it. The reactants are: C([O-])([O-])=O.[Cs+].[Cs+].C(C1CCCCC1=O)(=O)C.[NH2:17][CH2:18][CH:19]1[CH2:23][CH2:22][CH2:21][N:20]1C(OC(C)(C)C)=O.I[C:32]1[CH:37]=[CH:36][C:35]([C:38]2[CH:42]=[C:41]([C:43]3[C:44]([NH2:61])=[N:45][CH:46]=[C:47]([C:49]4[CH:54]=[CH:53][C:52]([S:55]([CH:58]([CH3:60])[CH3:59])(=[O:57])=[O:56])=[CH:51][CH:50]=4)[N:48]=3)[O:40][N:39]=2)=[CH:34][CH:33]=1.C(O)(C(F)(F)F)=O.